Task: Predict the reaction yield, written as a fraction of the theoretical maximum amount of product (1.0 means a 100% yield; for example, 0.34 means a 34% yield).. Dataset: Reaction yield outcomes from USPTO patents with 853,638 reactions (1) The product is [Br:1][C:2]1[CH:7]=[CH:6][CH:5]=[C:4]([CH2:8][Br:18])[C:3]=1[O:9][CH3:10]. The yield is 0.979. The reactants are [Br:1][C:2]1[CH:7]=[CH:6][CH:5]=[C:4]([CH3:8])[C:3]=1[O:9][CH3:10].C1C(=O)N([Br:18])C(=O)C1. The catalyst is C(Cl)(Cl)(Cl)Cl. (2) The reactants are [CH3:1][O:2][C:3](=[O:23])[C@H:4]([NH:15]C(OC(C)(C)C)=O)[CH2:5][C:6]1[C:14]2[C:9](=[CH:10][CH:11]=[CH:12][CH:13]=2)[NH:8][CH:7]=1.FC(F)(F)C(O)=O. No catalyst specified. The product is [CH3:1][O:2][C:3](=[O:23])[C@H:4]([NH2:15])[CH2:5][C:6]1[C:14]2[C:9](=[CH:10][CH:11]=[CH:12][CH:13]=2)[NH:8][CH:7]=1. The yield is 1.00. (3) The reactants are [CH2:1]([O:15][CH:16]([CH2:29][O:30][CH2:31][CH2:32][CH2:33][CH2:34][CH2:35][CH2:36][CH2:37][CH2:38][CH2:39][CH2:40][CH2:41][CH2:42][CH2:43][CH3:44])[CH2:17]N1C(=O)C2=CC=CC=C2C1=O)[CH2:2][CH2:3][CH2:4][CH2:5][CH2:6][CH2:7][CH2:8][CH2:9][CH2:10][CH2:11][CH2:12][CH2:13][CH3:14].O.[NH2:46]N. The catalyst is C(O)C. The product is [CH2:31]([O:30][CH:29]([NH2:46])[CH:16]([O:15][CH2:1][CH2:2][CH2:3][CH2:4][CH2:5][CH2:6][CH2:7][CH2:8][CH2:9][CH2:10][CH2:11][CH2:12][CH2:13][CH3:14])[CH3:17])[CH2:32][CH2:33][CH2:34][CH2:35][CH2:36][CH2:37][CH2:38][CH2:39][CH2:40][CH2:41][CH2:42][CH2:43][CH3:44]. The yield is 0.897.